The task is: Predict the reaction yield, written as a fraction of the theoretical maximum amount of product (1.0 means a 100% yield; for example, 0.34 means a 34% yield).. This data is from Reaction yield outcomes from USPTO patents with 853,638 reactions. (1) The reactants are [F:1][CH:2]([F:14])[O:3][C:4]1[CH:5]=[C:6]2[C:10](=[CH:11][CH:12]=1)[NH:9][N:8]=[C:7]2[I:13].C([O-])([O-])=O.[K+].[K+].Cl[CH2:22][CH2:23][CH2:24][N:25]([CH3:27])[CH3:26].O. The catalyst is CN(C=O)C. The product is [F:14][CH:2]([F:1])[O:3][C:4]1[CH:5]=[C:6]2[C:10](=[CH:11][CH:12]=1)[N:9]([CH2:22][CH2:23][CH2:24][N:25]([CH3:27])[CH3:26])[N:8]=[C:7]2[I:13]. The yield is 0.785. (2) The reactants are [Br:1][C:2]1[N:7]=[C:6]([NH2:8])[CH:5]=[CH:4][CH:3]=1.CCN(CC)CC.[F:16][C:17]1([F:32])[O:21][C:20]2[CH:22]=[CH:23][C:24]([C:26]3([C:29](Cl)=[O:30])[CH2:28][CH2:27]3)=[CH:25][C:19]=2[O:18]1. The catalyst is ClCCl. The product is [Br:1][C:2]1[N:7]=[C:6]([NH:8][C:29]([C:26]2([C:24]3[CH:23]=[CH:22][C:20]4[O:21][C:17]([F:32])([F:16])[O:18][C:19]=4[CH:25]=3)[CH2:28][CH2:27]2)=[O:30])[CH:5]=[CH:4][CH:3]=1. The yield is 0.510. (3) The reactants are [Cl:1][C:2]1[CH:3]=[C:4]([C:8](=[O:11])[CH2:9][CH3:10])[CH:5]=[CH:6][CH:7]=1.[Br:12]Br. The catalyst is C(#N)C.C(OCC)(=O)C. The product is [Cl:1][C:2]1[CH:3]=[C:4]([C:8](=[O:11])[CH:9]([Br:12])[CH3:10])[CH:5]=[CH:6][CH:7]=1. The yield is 0.980.